From a dataset of Reaction yield outcomes from USPTO patents with 853,638 reactions. Predict the reaction yield, written as a fraction of the theoretical maximum amount of product (1.0 means a 100% yield; for example, 0.34 means a 34% yield). The reactants are [Cl:1][C:2]1[C:3](=[O:12])[N:4]([CH3:11])[CH:5]=[C:6]([N+:8]([O-])=O)[CH:7]=1.[NH4+].[Cl-]. The catalyst is [Fe].CCO. The product is [NH2:8][C:6]1[CH:7]=[C:2]([Cl:1])[C:3](=[O:12])[N:4]([CH3:11])[CH:5]=1. The yield is 0.780.